From a dataset of Peptide-MHC class I binding affinity with 185,985 pairs from IEDB/IMGT. Regression. Given a peptide amino acid sequence and an MHC pseudo amino acid sequence, predict their binding affinity value. This is MHC class I binding data. (1) The binding affinity (normalized) is 0.279. The peptide sequence is SFSFGGFTF. The MHC is HLA-A68:02 with pseudo-sequence HLA-A68:02. (2) The peptide sequence is SAFNKKHFDH. The MHC is HLA-A11:01 with pseudo-sequence HLA-A11:01. The binding affinity (normalized) is 0.340. (3) The peptide sequence is VMPEKRNVVV. The MHC is HLA-A02:01 with pseudo-sequence HLA-A02:01. The binding affinity (normalized) is 0.235. (4) The peptide sequence is VLNHYTPEY. The MHC is HLA-A25:01 with pseudo-sequence HLA-A25:01. The binding affinity (normalized) is 0.0847. (5) The peptide sequence is TVLTSVDIET. The MHC is HLA-A02:06 with pseudo-sequence HLA-A02:06. The binding affinity (normalized) is 0.365.